Dataset: Forward reaction prediction with 1.9M reactions from USPTO patents (1976-2016). Task: Predict the product of the given reaction. (1) The product is: [C:22]1([NH:21][C:4]2[CH:3]=[C:2]([Br:1])[CH:7]=[CH:6][C:5]=2[N+:8]([O-:10])=[O:9])[CH:27]=[CH:26][CH:25]=[CH:24][CH:23]=1. Given the reactants [Br:1][C:2]1[CH:7]=[CH:6][C:5]([N+:8]([O-:10])=[O:9])=[C:4](F)[CH:3]=1.C(N(C(C)C)CC)(C)C.[NH2:21][C:22]1[CH:27]=[CH:26][CH:25]=[CH:24][CH:23]=1.O, predict the reaction product. (2) Given the reactants Cl.Cl.[Cl:3]C1C=C(C(C2CCCCC2)CN2CCNCC2)C=CC=1.[Cl:24][C:25]1[CH:26]=[C:27]([CH:31]([CH:47]2[CH2:53][CH2:52][CH2:51][CH2:50][CH2:49][CH2:48]2)[C:32]([N:34]2[CH2:39][CH2:38][N:37](C(OC(C)(C)C)=O)[CH2:36][CH2:35]2)=O)[CH:28]=[CH:29][CH:30]=1, predict the reaction product. The product is: [ClH:3].[ClH:24].[Cl:24][C:25]1[CH:26]=[C:27]([CH:31]([CH:47]2[CH2:53][CH2:52][CH2:51][CH2:50][CH2:49][CH2:48]2)[CH2:32][N:34]2[CH2:35][CH2:36][NH:37][CH2:38][CH2:39]2)[CH:28]=[CH:29][CH:30]=1. (3) Given the reactants [Na].[CH2:2]([O:6][C:7]1[N:15]=[C:14]2[C:10]([N:11]=[CH:12][N:13]2[CH2:16][C:17]2[CH:18]=[N:19][C:20](Cl)=[CH:21][CH:22]=2)=[C:9]([NH2:24])[N:8]=1)[CH2:3][CH2:4][CH3:5].[OH2:25].Cl, predict the reaction product. The product is: [CH2:2]([O:6][C:7]1[N:15]=[C:14]2[C:10]([N:11]=[CH:12][N:13]2[CH2:16][C:17]2[CH:18]=[N:19][C:20]([O:25][CH2:5][CH2:4][CH2:3][CH2:2][OH:6])=[CH:21][CH:22]=2)=[C:9]([NH2:24])[N:8]=1)[CH2:3][CH2:4][CH3:5]. (4) The product is: [C:1]([O:5][C:6](=[O:19])[NH:7][C:8]1[CH:13]=[C:12]([N:14]([CH3:16])[CH3:15])[C:11]([F:17])=[CH:10][C:9]=1[NH:18][C:25](=[O:24])[CH2:26][C:27](=[O:47])[C:28]1[CH:33]=[CH:32][CH:31]=[C:30]([C:34]2[O:38][N:37]=[C:36]([CH2:39][O:40][CH:41]3[CH2:46][CH2:45][CH2:44][CH2:43][O:42]3)[CH:35]=2)[CH:29]=1)([CH3:4])([CH3:2])[CH3:3]. Given the reactants [C:1]([O:5][C:6](=[O:19])[NH:7][C:8]1[CH:13]=[C:12]([N:14]([CH3:16])[CH3:15])[C:11]([F:17])=[CH:10][C:9]=1[NH2:18])([CH3:4])([CH3:3])[CH3:2].C([O:24][C:25](=O)[CH2:26][C:27](=[O:47])[C:28]1[CH:33]=[CH:32][CH:31]=[C:30]([C:34]2[O:38][N:37]=[C:36]([CH2:39][O:40][CH:41]3[CH2:46][CH2:45][CH2:44][CH2:43][O:42]3)[CH:35]=2)[CH:29]=1)(C)(C)C, predict the reaction product. (5) Given the reactants [OH-].[Na+].[Cl:3][C:4]1[C:9]([CH3:10])=[CH:8][C:7]([S:11]([N:14]2[CH2:19][CH2:18][CH2:17][CH2:16][CH:15]2[CH2:20][CH2:21][C:22]([O:24]C)=[O:23])(=[O:13])=[O:12])=[C:6]([CH3:26])[CH:5]=1, predict the reaction product. The product is: [Cl:3][C:4]1[C:9]([CH3:10])=[CH:8][C:7]([S:11]([N:14]2[CH2:19][CH2:18][CH2:17][CH2:16][CH:15]2[CH2:20][CH2:21][C:22]([OH:24])=[O:23])(=[O:12])=[O:13])=[C:6]([CH3:26])[CH:5]=1. (6) Given the reactants [Cl:1][C:2]1[CH:7]=[CH:6][C:5]([CH:8]2[CH2:13][CH2:12][CH2:11][N:10]([C:14]([C:16]3[C:17](C)=[N:18][N:19]([CH3:21])[CH:20]=3)=[O:15])[CH2:9]2)=[C:4](C)[CH:3]=1.Cl[C:25]1C=CC(C2CCCNC2)=CC=1.C(N1C=C(C(O)=O)C=N1)C, predict the reaction product. The product is: [Cl:1][C:2]1[CH:7]=[CH:6][C:5]([CH:8]2[CH2:13][CH2:12][CH2:11][N:10]([C:14]([C:16]3[CH:17]=[N:18][N:19]([CH2:21][CH3:25])[CH:20]=3)=[O:15])[CH2:9]2)=[CH:4][CH:3]=1. (7) Given the reactants [CH2:1]([O:4][CH:5]1[CH2:10][CH2:9][CH2:8][CH2:7][O:6]1)[C:2]#[CH:3].[Li]CCCC.C1CCCCC1.B(F)(F)F.CCOCC.[CH2:31]([C@H:35]1[CH2:37][O:36]1)[CH2:32][CH:33]=[CH2:34], predict the reaction product. The product is: [O:6]1[CH2:7][CH2:8][CH2:9][CH2:10][CH:5]1[O:4][CH2:1][C:2]#[C:3][CH2:37][C@@H:35]([OH:36])[CH2:31][CH2:32][CH:33]=[CH2:34]. (8) The product is: [C:46]([O:45][C:43]([NH:42][CH:39]1[CH2:38][CH2:37][CH:36]([N:28]([C@@H:26]2[CH2:27][C@H:25]2[C:22]2[S:21][C:20]([C:16]3[CH:17]=[CH:18][CH:19]=[C:14]([NH:13][S:9]([C:4]4[CH:5]=[CH:6][CH:7]=[CH:8][C:3]=4[C:1]#[N:2])(=[O:11])=[O:10])[CH:15]=3)=[N:24][CH:23]=2)[C:29](=[O:35])[O:30][C:31]([CH3:34])([CH3:33])[CH3:32])[CH2:41][CH2:40]1)=[O:44])([CH3:47])([CH3:48])[CH3:49]. Given the reactants [C:1]([C:3]1[CH:8]=[CH:7][CH:6]=[CH:5][C:4]=1[S:9](Cl)(=[O:11])=[O:10])#[N:2].[NH2:13][C:14]1[CH:15]=[C:16]([C:20]2[S:21][C:22]([C@@H:25]3[CH2:27][C@H:26]3[N:28]([CH:36]3[CH2:41][CH2:40][CH:39]([NH:42][C:43]([O:45][C:46]([CH3:49])([CH3:48])[CH3:47])=[O:44])[CH2:38][CH2:37]3)[C:29](=[O:35])[O:30][C:31]([CH3:34])([CH3:33])[CH3:32])=[CH:23][N:24]=2)[CH:17]=[CH:18][CH:19]=1.O, predict the reaction product.